Dataset: Full USPTO retrosynthesis dataset with 1.9M reactions from patents (1976-2016). Task: Predict the reactants needed to synthesize the given product. Given the product [CH2:35]([N:42]1[CH2:47][CH2:46][N:45]([C:23]2[CH:22]=[CH:21][C:20]([NH:19][C:14]3[N:13]=[C:12]([NH:11][C:5]4[CH:6]=[CH:7][C:8]5[O:9][CH2:10][CH2:1][O:2][C:3]=5[CH:4]=4)[C:17]([F:18])=[CH:16][N:15]=3)=[CH:25][CH:24]=2)[CH2:44][CH2:43]1)[C:36]1[CH:37]=[CH:38][CH:39]=[CH:40][CH:41]=1, predict the reactants needed to synthesize it. The reactants are: [CH2:1]1[CH2:10][O:9][C:8]2[CH:7]=[CH:6][C:5]([NH:11][C:12]3[C:17]([F:18])=[CH:16][N:15]=[C:14]([NH:19][C:20]4[CH:25]=[CH:24][CH:23]=[C:22](O)[CH:21]=4)[N:13]=3)=[CH:4][C:3]=2[O:2]1.FC1C(N)=NC=NC=1.[CH2:35]([N:42]1[CH2:47][CH2:46][N:45](C2C=CC(N)=CC=2)[CH2:44][CH2:43]1)[C:36]1[CH:41]=[CH:40][CH:39]=[CH:38][CH:37]=1.